Dataset: Forward reaction prediction with 1.9M reactions from USPTO patents (1976-2016). Task: Predict the product of the given reaction. (1) Given the reactants N[C:2]1([NH:35][CH:36]([CH3:38])[CH3:37])[CH:7]=[C:6]([O:8][CH2:9][C:10]2[CH:15]=[CH:14][CH:13]=[CH:12][CH:11]=2)[CH:5]=[CH:4][CH:3]1[NH:16][C:17]([C:19]1[C:20]([C:25]2[CH:30]=[CH:29][C:28]([C:31]([F:34])([F:33])[F:32])=[CH:27][CH:26]=2)=[CH:21][CH:22]=[CH:23][CH:24]=1)=[O:18].C(N(CC)CC)C.[Cl:46][CH2:47][C:48](Cl)=[O:49].O, predict the reaction product. The product is: [CH2:9]([O:8][C:6]1[CH:5]=[CH:4][C:3]([NH:16][C:17]([C:19]2[C:20]([C:25]3[CH:30]=[CH:29][C:28]([C:31]([F:34])([F:32])[F:33])=[CH:27][CH:26]=3)=[CH:21][CH:22]=[CH:23][CH:24]=2)=[O:18])=[C:2]([N:35]([C:48](=[O:49])[CH2:47][Cl:46])[CH:36]([CH3:38])[CH3:37])[CH:7]=1)[C:10]1[CH:15]=[CH:14][CH:13]=[CH:12][CH:11]=1. (2) Given the reactants [CH2:1]([C:8]1[CH:9]=[C:10](Cl)[C:11]2[O:20][C:19]3[CH2:18][CH2:17][N:16]([C:21]([O:23][C:24]([CH3:27])([CH3:26])[CH3:25])=[O:22])[CH2:15][C:14]=3[C:12]=2[CH:13]=1)[C:2]1[CH:7]=[CH:6][CH:5]=[CH:4][CH:3]=1.C1([OH:35])C=CC=CC=1, predict the reaction product. The product is: [CH2:1]([C:8]1[CH:9]=[C:10]([OH:35])[C:11]2[O:20][C:19]3[CH2:18][CH2:17][N:16]([C:21]([O:23][C:24]([CH3:27])([CH3:26])[CH3:25])=[O:22])[CH2:15][C:14]=3[C:12]=2[CH:13]=1)[C:2]1[CH:7]=[CH:6][CH:5]=[CH:4][CH:3]=1.